From a dataset of Full USPTO retrosynthesis dataset with 1.9M reactions from patents (1976-2016). Predict the reactants needed to synthesize the given product. Given the product [CH3:15][S:14][C:10]1[N:9]=[C:8]([C:6]2[N:5]=[CH:4][N:3]([CH2:17][CH2:18][CH2:19][CH2:20][N:21]3[C:25](=[O:26])[C:24]4[C:23](=[CH:30][CH:29]=[CH:28][CH:27]=4)[C:22]3=[O:31])[CH:7]=2)[CH:13]=[CH:12][N:11]=1, predict the reactants needed to synthesize it. The reactants are: [H-].[Na+].[NH:3]1[CH:7]=[C:6]([C:8]2[CH:13]=[CH:12][N:11]=[C:10]([S:14][CH3:15])[N:9]=2)[N:5]=[CH:4]1.Br[CH2:17][CH2:18][CH2:19][CH2:20][N:21]1[C:25](=[O:26])[C:24]2=[CH:27][CH:28]=[CH:29][CH:30]=[C:23]2[C:22]1=[O:31].